Dataset: Reaction yield outcomes from USPTO patents with 853,638 reactions. Task: Predict the reaction yield, written as a fraction of the theoretical maximum amount of product (1.0 means a 100% yield; for example, 0.34 means a 34% yield). (1) The reactants are [CH:1]([S:4]([N:7]1[C:11]2[CH:12]=[C:13]([C:16]3[N:17]=[C:18]([CH:35]=[O:36])[N:19](COCC[Si](C)(C)C)[C:20]=3[C:21]3[CH:26]=[CH:25][CH:24]=[CH:23][CH:22]=3)[CH:14]=[CH:15][C:10]=2[N:9]=[C:8]1[NH2:37])(=[O:6])=[O:5])([CH3:3])[CH3:2]. The catalyst is C(O)C.O. The product is [CH:1]([S:4]([N:7]1[C:11]2[CH:12]=[C:13]([C:16]3[N:17]=[C:18]([CH:35]=[O:36])[NH:19][C:20]=3[C:21]3[CH:22]=[CH:23][CH:24]=[CH:25][CH:26]=3)[CH:14]=[CH:15][C:10]=2[N:9]=[C:8]1[NH2:37])(=[O:5])=[O:6])([CH3:3])[CH3:2]. The yield is 0.100. (2) The reactants are [F:1][C:2]([F:25])([F:24])[O:3][C:4]1[CH:23]=[CH:22][C:7]([CH2:8][N:9]2[CH2:14][CH2:13][N:12]([C:15]3[CH:20]=[CH:19][C:18]([OH:21])=[CH:17][CH:16]=3)[CH2:11][CH2:10]2)=[CH:6][CH:5]=1.[H-].[Na+].Cl[C:29]1[N:30]([CH2:37][C@:38]2([CH3:41])[CH2:40][O:39]2)[CH:31]=[C:32]([N+:34]([O-:36])=[O:35])[N:33]=1. The product is [CH3:40][C@@:38]1([CH2:41][O:21][C:18]2[CH:19]=[CH:20][C:15]([N:12]3[CH2:13][CH2:14][N:9]([CH2:8][C:7]4[CH:22]=[CH:23][C:4]([O:3][C:2]([F:1])([F:24])[F:25])=[CH:5][CH:6]=4)[CH2:10][CH2:11]3)=[CH:16][CH:17]=2)[O:39][C:29]2=[N:33][C:32]([N+:34]([O-:36])=[O:35])=[CH:31][N:30]2[CH2:37]1. The yield is 0.400. The catalyst is CN(C=O)C.